From a dataset of Full USPTO retrosynthesis dataset with 1.9M reactions from patents (1976-2016). Predict the reactants needed to synthesize the given product. (1) Given the product [F:71][C:68]1([F:70])[CH2:69][N:62]2[C@@H:63]([CH2:64][C:1](=[O:4])[CH2:2][CH2:60]2)[CH2:67]1, predict the reactants needed to synthesize it. The reactants are: [CH2:1]([O:4]C(N1CC=C(C2C(C3C=CN=C(F)C=3)=C(C3C=CC(F)=CC=3)NC=2)CC1)=O)[CH:2]=C.FC1C=CC(C2NC=CC=2C2C=CN=C(NC)N=2)=CC=1.C(O[C:60]([N:62]1[CH2:69][C:68]([F:71])([F:70])[CH2:67][C@H:63]1[C:64](O)=O)=O)C1C=CC=CC=1.C(OC(N1C[C@H](OC)C[C@H]1C(O)=O)=O)C1C=CC=CC=1. (2) Given the product [Br:1][C:2]1[N:6]=[CH:5][N:4]([C:7]2[CH:8]=[CH:9][C:10]([C:30]([F:33])([F:32])[F:31])=[CH:11][CH:12]=2)[N:3]=1, predict the reactants needed to synthesize it. The reactants are: [Br:1][C:2]1[N:6]=[CH:5][N:4]([C:7]2[CH:12]=[CH:11][C:10](OC(C)C)=[CH:9][CH:8]=2)[N:3]=1.C(=O)([O-])[O-].[Cs+].[Cs+].IC1C=CC([C:30]([F:33])([F:32])[F:31])=CC=1. (3) Given the product [CH:9]([O:8][C:6]1[C:5]([N+:12]([O-:14])=[O:13])=[CH:4][C:3]([CH3:15])=[C:2]([C:19]2[CH:20]=[CH:21][N:16]=[CH:17][CH:18]=2)[CH:7]=1)([CH3:11])[CH3:10], predict the reactants needed to synthesize it. The reactants are: Br[C:2]1[CH:7]=[C:6]([O:8][CH:9]([CH3:11])[CH3:10])[C:5]([N+:12]([O-:14])=[O:13])=[CH:4][C:3]=1[CH3:15].[N:16]1[CH:21]=[CH:20][C:19](B(O)O)=[CH:18][CH:17]=1.C1(P(C2CCCCC2)C2C=CC=CC=2C2C(OC)=CC=CC=2OC)CCCCC1.P([O-])([O-])([O-])=O.[K+].[K+].[K+].